From a dataset of Reaction yield outcomes from USPTO patents with 853,638 reactions. Predict the reaction yield, written as a fraction of the theoretical maximum amount of product (1.0 means a 100% yield; for example, 0.34 means a 34% yield). (1) The reactants are [CH3:1][C:2]1[O:6][N:5]=[C:4]([C:7]2[CH:12]=[CH:11][CH:10]=[CH:9][CH:8]=2)[C:3]=1[C:13]([NH:15][NH2:16])=[O:14].[C:17](O)(=O)[C:18]1[CH:23]=[CH:22][N:21]=[CH:20][CH:19]=1. No catalyst specified. The product is [CH3:1][C:2]1[O:6][N:5]=[C:4]([C:7]2[CH:12]=[CH:11][CH:10]=[CH:9][CH:8]=2)[C:3]=1[C:13]1[O:14][C:17]([C:18]2[CH:23]=[CH:22][N:21]=[CH:20][CH:19]=2)=[N:16][N:15]=1. The yield is 0.200. (2) The reactants are CC([N:5]([C@@H:9]([CH2:23][CH:24]([CH3:26])[CH3:25])/[CH:10]=[CH:11]/[C:12]([N:14]1[C:22]2[C:17](=[CH:18][CH:19]=[CH:20][CH:21]=2)[CH2:16][CH2:15]1)=[O:13])C(=O)[O-])(C)C.C(O)(C(F)(F)F)=O.[OH-].[Na+]. The catalyst is C(Cl)Cl. The product is [N:14]1([C:12](=[O:13])/[CH:11]=[CH:10]/[C@@H:9]([NH2:5])[CH2:23][CH:24]([CH3:26])[CH3:25])[C:22]2[C:17](=[CH:18][CH:19]=[CH:20][CH:21]=2)[CH2:16][CH2:15]1. The yield is 0.950. (3) The reactants are [N:1]1[CH:6]=[CH:5][CH:4]=[CH:3][C:2]=1[CH2:7][O:8][C:9]1[CH:16]=[CH:15][C:12]([CH:13]=O)=[CH:11][CH:10]=1.[N+:17]([CH3:20])([O-:19])=[O:18].C([O-])(=O)C.[NH4+]. The yield is 0.970. The catalyst is C(O)(=O)C. The product is [N+:17](/[CH:20]=[CH:13]/[C:12]1[CH:15]=[CH:16][C:9]([O:8][CH2:7][C:2]2[CH:3]=[CH:4][CH:5]=[CH:6][N:1]=2)=[CH:10][CH:11]=1)([O-:19])=[O:18]. (4) The reactants are [CH2:1]([O:3][C:4](=[O:21])[C:5]([CH:7]1[C:12](=O)[CH2:11][CH2:10][N:9]([C:14]([O:16][C:17]([CH3:20])([CH3:19])[CH3:18])=[O:15])[CH2:8]1)=O)[CH3:2].Cl.[Br:23][C:24]1[CH:25]=[C:26]([NH:30][NH2:31])[CH:27]=[CH:28][CH:29]=1. No catalyst specified. The product is [Br:23][C:24]1[CH:25]=[C:26]([N:30]2[C:12]3[CH2:11][CH2:10][N:9]([C:14]([O:16][C:17]([CH3:20])([CH3:19])[CH3:18])=[O:15])[CH2:8][C:7]=3[C:5]([C:4]([O:3][CH2:1][CH3:2])=[O:21])=[N:31]2)[CH:27]=[CH:28][CH:29]=1. The yield is 0.110. (5) The reactants are [CH:1]1[CH:6]=[CH:5][C:4]([C@H:7]([NH2:11])[C:8]([NH2:10])=[O:9])=[CH:3][CH:2]=1.[CH2:12]1[CH2:18][S:15](=[O:17])(=[O:16])[O:14][CH2:13]1. The catalyst is O1CCCC1.O1CCOCC1. The product is [NH2:10][C:8](=[O:9])[C@@H:7]([NH:11][CH2:13][CH2:12][CH2:18][S:15]([OH:17])(=[O:16])=[O:14])[C:4]1[CH:3]=[CH:2][CH:1]=[CH:6][CH:5]=1. The yield is 0.500. (6) The reactants are [NH2:1][C:2]1[N:7]=[C:6]([NH:8][C:9]2[CH:14]=[CH:13][C:12]([CH2:15][OH:16])=[CH:11][CH:10]=2)[CH:5]=[C:4](Cl)[N:3]=1.[Cl:18][C:19]1[CH:20]=[CH:21][C:22]([O:28][CH2:29][CH3:30])=[C:23](B(O)O)[CH:24]=1.C1(P(C2C=CC=CC=2)C2C=CC=CC=2)C=CC=CC=1.C(=O)([O-])[O-].[Na+].[Na+]. The catalyst is O.C([O-])(=O)C.[Pd+2].C([O-])(=O)C.C(COC)OC. The product is [NH2:1][C:2]1[N:7]=[C:6]([NH:8][C:9]2[CH:14]=[CH:13][C:12]([CH2:15][OH:16])=[CH:11][CH:10]=2)[CH:5]=[C:4]([C:21]2[CH:20]=[C:19]([Cl:18])[CH:24]=[CH:23][C:22]=2[O:28][CH2:29][CH3:30])[N:3]=1. The yield is 0.620. (7) The reactants are [NH2:1][C:2]1[CH:47]=[C:46]([N:48]2[CH2:53][CH2:52][N:51]([CH3:54])[CH2:50][CH2:49]2)[CH:45]=[CH:44][C:3]=1[C:4]([NH:6][C:7]1[C:15]2[C:10](=[CH:11][CH:12]=[C:13]([CH2:16][C:17]3[CH:22]=[C:21]([F:23])[CH:20]=[C:19]([F:24])[CH:18]=3)[CH:14]=2)[N:9](C(C2C=CC=CC=2)(C2C=CC=CC=2)C2C=CC=CC=2)[N:8]=1)=[O:5].[CH3:55][S:56]([Cl:59])(=[O:58])=[O:57].Cl. The catalyst is ClCCl.N1C=CC=CC=1.O1CCOCC1. The product is [ClH:59].[F:23][C:21]1[CH:22]=[C:17]([CH:18]=[C:19]([F:24])[CH:20]=1)[CH2:16][C:13]1[CH:14]=[C:15]2[C:10](=[CH:11][CH:12]=1)[NH:9][N:8]=[C:7]2[NH:6][C:4](=[O:5])[C:3]1[CH:44]=[CH:45][C:46]([N:48]2[CH2:53][CH2:52][N:51]([CH3:54])[CH2:50][CH2:49]2)=[CH:47][C:2]=1[NH:1][S:56]([CH3:55])(=[O:58])=[O:57]. The yield is 0.630.